Predict the reactants needed to synthesize the given product. From a dataset of Full USPTO retrosynthesis dataset with 1.9M reactions from patents (1976-2016). Given the product [Br:5][C:6]1[C:14]2[C:9](=[CH:10][CH:11]=[CH:12][C:13]=2[C:15]2[CH:16]=[N:17][C:18]3[C:23]([CH:24]=2)=[CH:22][CH:21]=[CH:20][CH:19]=3)[N:8]([C:25]2[CH:26]=[C:27]([NH:33][CH2:34][C:35]([OH:38])([CH3:36])[CH3:37])[C:28]([C:31]([NH2:32])=[O:1])=[N:29][CH:30]=2)[N:7]=1, predict the reactants needed to synthesize it. The reactants are: [OH-:1].[Na+].OO.[Br:5][C:6]1[C:14]2[C:9](=[CH:10][CH:11]=[CH:12][C:13]=2[C:15]2[CH:16]=[N:17][C:18]3[C:23]([CH:24]=2)=[CH:22][CH:21]=[CH:20][CH:19]=3)[N:8]([C:25]2[CH:26]=[C:27]([NH:33][CH2:34][C:35]([OH:38])([CH3:37])[CH3:36])[C:28]([C:31]#[N:32])=[N:29][CH:30]=2)[N:7]=1.O.